This data is from Peptide-MHC class I binding affinity with 185,985 pairs from IEDB/IMGT. The task is: Regression. Given a peptide amino acid sequence and an MHC pseudo amino acid sequence, predict their binding affinity value. This is MHC class I binding data. (1) The binding affinity (normalized) is 0.766. The peptide sequence is LVGPTPVNI. The MHC is HLA-A02:03 with pseudo-sequence HLA-A02:03. (2) The peptide sequence is SEPVLKGVKL. The MHC is HLA-B45:01 with pseudo-sequence HLA-B45:01. The binding affinity (normalized) is 0.110. (3) The peptide sequence is VTFWGFWLF. The MHC is HLA-B15:01 with pseudo-sequence HLA-B15:01. The binding affinity (normalized) is 0.0847. (4) The peptide sequence is SSKMFNYFK. The MHC is HLA-A68:02 with pseudo-sequence HLA-A68:02. The binding affinity (normalized) is 0.0847. (5) The peptide sequence is VLLISDPGL. The MHC is HLA-A02:03 with pseudo-sequence HLA-A02:03. The binding affinity (normalized) is 0.0847. (6) The peptide sequence is LYAVATTIL. The MHC is HLA-A24:02 with pseudo-sequence HLA-A24:02. The binding affinity (normalized) is 0.596. (7) The MHC is HLA-A26:01 with pseudo-sequence HLA-A26:01. The binding affinity (normalized) is 0.290. The peptide sequence is TTWCDGKKF. (8) The peptide sequence is ILIGFLVLWI. The MHC is HLA-A02:01 with pseudo-sequence HLA-A02:01. The binding affinity (normalized) is 0.577. (9) The peptide sequence is RLTGREGAV. The MHC is HLA-B27:05 with pseudo-sequence HLA-B27:05. The binding affinity (normalized) is 0.0847.